This data is from Forward reaction prediction with 1.9M reactions from USPTO patents (1976-2016). The task is: Predict the product of the given reaction. Given the reactants [C:1]([CH2:3][C:4]1[CH:12]=[C:11]([O:13][CH3:14])[CH:10]=[C:9]([O:15][CH3:16])[C:5]=1[C:6](O)=[O:7])#[N:2].[NH2:17][C:18]1[CH:22]=[C:21]([CH3:23])[NH:20][N:19]=1, predict the reaction product. The product is: [CH3:14][O:13][C:11]1[CH:12]=[C:4]2[C:5](=[C:9]([O:15][CH3:16])[CH:10]=1)[C:6]([OH:7])=[N:2][C:1]([NH:17][C:18]1[CH:22]=[C:21]([CH3:23])[NH:20][N:19]=1)=[CH:3]2.